This data is from Forward reaction prediction with 1.9M reactions from USPTO patents (1976-2016). The task is: Predict the product of the given reaction. (1) The product is: [CH3:19][O:18][CH2:17][C:16]([NH:15][C:13]1[N:14]=[C:9]2[CH:8]=[CH:7][C:6]([O:5][C:4]3[CH:3]=[C:2]([NH:1][C:30]([C:29]4[N:25]([CH3:24])[N:26]=[C:27]([CH3:33])[CH:28]=4)=[O:31])[CH:23]=[CH:22][CH:21]=3)=[N:11][N:10]2[CH:12]=1)=[O:20]. Given the reactants [NH2:1][C:2]1[CH:3]=[C:4]([CH:21]=[CH:22][CH:23]=1)[O:5][C:6]1[CH:7]=[CH:8][C:9]2[N:10]([CH:12]=[C:13]([NH:15][C:16](=[O:20])[CH2:17][O:18][CH3:19])[N:14]=2)[N:11]=1.[CH3:24][N:25]1[C:29]([C:30](Cl)=[O:31])=[CH:28][C:27]([CH3:33])=[N:26]1, predict the reaction product. (2) Given the reactants [F:1][C:2]1([F:13])[CH2:7][CH2:6][CH:5]([CH2:8][CH2:9][C:10]([OH:12])=O)[CH2:4][CH2:3]1.C(Cl)(=O)C(Cl)=O.[F:20][C:21]([F:32])([F:31])C(OC(=O)[C:21]([F:32])([F:31])[F:20])=O.N1C=CC=CC=1, predict the reaction product. The product is: [F:13][C:2]1([F:1])[CH2:3][CH2:4][CH:5]([CH2:8][CH2:9][C:10](=[O:12])[C:21]([F:32])([F:31])[F:20])[CH2:6][CH2:7]1. (3) Given the reactants C(N(CC)CC)C.[CH3:8][C@:9]12[C:15]([CH3:17])([CH3:16])[C@H:12]([CH2:13][CH2:14]1)[CH:11]([C:18](Cl)=[O:19])[C:10]2=O.C(O[C:27]([N:29](C)[NH:30][C:31]1[CH:36]=[CH:35][CH:34]=[C:33]([CH:37]([CH3:39])[CH3:38])[CH:32]=1)=O)(C)(C)C.Cl.O1CCOCC1, predict the reaction product. The product is: [CH:37]([C:33]1[CH:32]=[C:31]([N:30]2[C:18](=[O:19])[C:11]3[C@@H:12]4[C:15]([CH3:17])([CH3:16])[C@@:9]([CH3:8])([CH2:14][CH2:13]4)[C:10]=3[N:29]2[CH3:27])[CH:36]=[CH:35][CH:34]=1)([CH3:39])[CH3:38].